Regression. Given two drug SMILES strings and cell line genomic features, predict the synergy score measuring deviation from expected non-interaction effect. From a dataset of NCI-60 drug combinations with 297,098 pairs across 59 cell lines. Drug 1: CC1=C(N=C(N=C1N)C(CC(=O)N)NCC(C(=O)N)N)C(=O)NC(C(C2=CN=CN2)OC3C(C(C(C(O3)CO)O)O)OC4C(C(C(C(O4)CO)O)OC(=O)N)O)C(=O)NC(C)C(C(C)C(=O)NC(C(C)O)C(=O)NCCC5=NC(=CS5)C6=NC(=CS6)C(=O)NCCC[S+](C)C)O. Drug 2: CN1C2=C(C=C(C=C2)N(CCCl)CCCl)N=C1CCCC(=O)O.Cl. Cell line: K-562. Synergy scores: CSS=9.39, Synergy_ZIP=-6.81, Synergy_Bliss=-7.83, Synergy_Loewe=-3.70, Synergy_HSA=-3.05.